From a dataset of Reaction yield outcomes from USPTO patents with 853,638 reactions. Predict the reaction yield, written as a fraction of the theoretical maximum amount of product (1.0 means a 100% yield; for example, 0.34 means a 34% yield). (1) The product is [CH3:1][O:2][C:3]1[CH:8]=[C:7]([O:9][CH3:10])[N:6]=[C:5]([C:11]2[C:19]3[C:18](=[C:17]([CH3:16])[CH:22]=[CH:21][CH:20]=3)[NH:23][C:12]=2[CH3:13])[N:4]=1. The reactants are [CH3:1][O:2][C:3]1[CH:8]=[C:7]([O:9][CH3:10])[N:6]=[C:5]([CH2:11][C:12](=O)[CH3:13])[N:4]=1.Cl.[CH3:16][C:17]1[CH:22]=[CH:21][CH:20]=[CH:19][C:18]=1[NH:23]N.C(OCC)(=O)C.O. The catalyst is C1(C)C=CC=CC=1.[Cl-].[Zn+2].[Cl-].C(OCC)(=O)C.CCCCCC. The yield is 0.340. (2) The reactants are [CH3:1][C:2]1[C:6]([CH2:7][N:8]2[CH:12]=[C:11]([N:13]3[C:17](=[O:18])[CH2:16][NH:15][C:14]3=[O:19])[CH:10]=[N:9]2)=[C:5]([CH3:20])[O:4][N:3]=1.Br[CH2:22][C:23]1[CH:28]=[CH:27][CH:26]=[CH:25][C:24]=1[F:29]. No catalyst specified. The product is [CH3:1][C:2]1[C:6]([CH2:7][N:8]2[CH:12]=[C:11]([N:13]3[C:17](=[O:18])[CH2:16][N:15]([CH2:22][C:23]4[CH:28]=[CH:27][CH:26]=[CH:25][C:24]=4[F:29])[C:14]3=[O:19])[CH:10]=[N:9]2)=[C:5]([CH3:20])[O:4][N:3]=1. The yield is 0.420. (3) The reactants are [Cl:1][C:2]1[C:3]([C:16]#[C:17][Si:18]([CH3:21])([CH3:20])[CH3:19])=[C:4]([N+:13]([O-:15])=[O:14])[C:5](O)=[C:6]([CH:11]=1)[C:7]([O:9][CH3:10])=[O:8].C(N(CC)CC)C.FC(F)(F)S(OS(C(F)(F)F)(=O)=O)(=O)=O.[O-]S(C(F)(F)F)(=O)=O.C(=O)(O)[O-].[Na+].[F:57][C:58]1[CH:59]=[C:60](B(O)O)[CH:61]=[CH:62][CH:63]=1. The catalyst is C1(C)C=CC=CC=1.C(O)(C)C.C1C=CC([P]([Pd]([P](C2C=CC=CC=2)(C2C=CC=CC=2)C2C=CC=CC=2)([P](C2C=CC=CC=2)(C2C=CC=CC=2)C2C=CC=CC=2)[P](C2C=CC=CC=2)(C2C=CC=CC=2)C2C=CC=CC=2)(C2C=CC=CC=2)C2C=CC=CC=2)=CC=1.O. The product is [Cl:1][C:2]1[CH:11]=[C:6]([C:7]([O:9][CH3:10])=[O:8])[C:5]([C:62]2[CH:61]=[CH:60][CH:59]=[C:58]([F:57])[CH:63]=2)=[C:4]([N+:13]([O-:15])=[O:14])[C:3]=1[C:16]#[C:17][Si:18]([CH3:21])([CH3:20])[CH3:19]. The yield is 0.710. (4) The reactants are [CH3:1][O:2][C:3]([C:5]1([C:11]2[CH:16]=[CH:15][CH:14]=[CH:13][CH:12]=2)[CH2:10][CH2:9][NH:8][CH2:7][CH2:6]1)=[O:4].Br.Br[CH2:19][CH2:20][CH2:21][NH2:22].C(=O)([O-])[O-].[K+].[K+]. The catalyst is O1CCOCC1. The product is [CH3:1][O:2][C:3]([C:5]1([C:11]2[CH:16]=[CH:15][CH:14]=[CH:13][CH:12]=2)[CH2:6][CH2:7][N:8]([CH2:19][CH2:20][CH2:21][NH2:22])[CH2:9][CH2:10]1)=[O:4]. The yield is 0.720. (5) The reactants are [CH2:1]([O:3][C:4]([C:6]1[CH:7]=[N:8][C:9]2[C:14]([C:15]=1Cl)=[CH:13][CH:12]=[CH:11][C:10]=2[O:17][CH3:18])=[O:5])[CH3:2].[O:19]1[CH2:23][CH2:22][CH:21]([NH2:24])[CH2:20]1. No catalyst specified. The product is [CH2:1]([O:3][C:4]([C:6]1[CH:7]=[N:8][C:9]2[C:14]([C:15]=1[NH:24][CH:21]1[CH2:22][CH2:23][O:19][CH2:20]1)=[CH:13][CH:12]=[CH:11][C:10]=2[O:17][CH3:18])=[O:5])[CH3:2]. The yield is 1.00.